From a dataset of NCI-60 drug combinations with 297,098 pairs across 59 cell lines. Regression. Given two drug SMILES strings and cell line genomic features, predict the synergy score measuring deviation from expected non-interaction effect. Drug 2: C1=C(C(=O)NC(=O)N1)F. Synergy scores: CSS=44.1, Synergy_ZIP=-10.5, Synergy_Bliss=-14.7, Synergy_Loewe=-12.8, Synergy_HSA=-7.63. Cell line: TK-10. Drug 1: C1=CC(=CC=C1CCC2=CNC3=C2C(=O)NC(=N3)N)C(=O)NC(CCC(=O)O)C(=O)O.